This data is from Forward reaction prediction with 1.9M reactions from USPTO patents (1976-2016). The task is: Predict the product of the given reaction. Given the reactants Cl[C:2]1[CH:7]=[CH:6][N:5]=[C:4]2[N:8]([CH2:17][O:18][CH2:19][CH2:20][Si:21]([CH3:24])([CH3:23])[CH3:22])[C:9]([C:11]3[CH:16]=[CH:15][CH:14]=[CH:13][CH:12]=3)=[CH:10][C:3]=12.[C:25]([O:29][C:30](=[O:40])[NH:31][C:32]1[CH:37]=[CH:36][C:35]([OH:38])=[C:34]([F:39])[CH:33]=1)([CH3:28])([CH3:27])[CH3:26].C1(C2C=CC=CC=2C2C(C(C)C)=C(C3CCCCC3)C(C(C)C)=C(P)C=2C(C)C)CCCCC1.C(=O)([O-])[O-].[K+].[K+], predict the reaction product. The product is: [C:25]([O:29][C:30](=[O:40])[NH:31][C:32]1[CH:37]=[CH:36][C:35]([O:38][C:2]2[CH:7]=[CH:6][N:5]=[C:4]3[N:8]([CH2:17][O:18][CH2:19][CH2:20][Si:21]([CH3:24])([CH3:23])[CH3:22])[C:9]([C:11]4[CH:16]=[CH:15][CH:14]=[CH:13][CH:12]=4)=[CH:10][C:3]=23)=[C:34]([F:39])[CH:33]=1)([CH3:28])([CH3:26])[CH3:27].